This data is from Peptide-MHC class II binding affinity with 134,281 pairs from IEDB. The task is: Regression. Given a peptide amino acid sequence and an MHC pseudo amino acid sequence, predict their binding affinity value. This is MHC class II binding data. (1) The peptide sequence is SLPLFTGQASFDLAA. The MHC is DRB1_1101 with pseudo-sequence DRB1_1101. The binding affinity (normalized) is 0.507. (2) The peptide sequence is NIQIRLPWYSYLYAV. The MHC is HLA-DQA10501-DQB10301 with pseudo-sequence HLA-DQA10501-DQB10301. The binding affinity (normalized) is 0.209. (3) The peptide sequence is LTKLAAAWGGSGSEA. The MHC is HLA-DQA10102-DQB10602 with pseudo-sequence HLA-DQA10102-DQB10602. The binding affinity (normalized) is 0.387.